From a dataset of Full USPTO retrosynthesis dataset with 1.9M reactions from patents (1976-2016). Predict the reactants needed to synthesize the given product. Given the product [CH2:18]([S:17][C:12]1[CH:13]=[CH:14][CH:15]=[CH:16][C:11]=1[C:9]1[N:8]([CH3:20])[C:5]2=[N:6][CH:7]=[C:2]([C:32]3[CH:31]=[CH:30][CH:29]=[C:28]([F:27])[CH:33]=3)[CH:3]=[C:4]2[N:10]=1)[CH3:19], predict the reactants needed to synthesize it. The reactants are: Br[C:2]1[CH:3]=[C:4]2[N:10]=[C:9]([C:11]3[CH:16]=[CH:15][CH:14]=[CH:13][C:12]=3[S:17][CH2:18][CH3:19])[N:8]([CH3:20])[C:5]2=[N:6][CH:7]=1.O1CCOCC1.[F:27][C:28]1[CH:29]=[C:30](B(O)O)[CH:31]=[CH:32][CH:33]=1.C(=O)([O-])[O-].[Na+].[Na+].